The task is: Predict which catalyst facilitates the given reaction.. This data is from Catalyst prediction with 721,799 reactions and 888 catalyst types from USPTO. (1) Reactant: C([O:3][C:4]([C:6]1[CH:7]=[C:8]2[C:13](=[CH:14][CH:15]=1)[NH:12][CH:11]([C:16]1[CH:21]=[C:20]([N:22]3[CH2:27][CH2:26][O:25][CH2:24][CH2:23]3)[CH:19]=[C:18]([Cl:28])[CH:17]=1)[C:10]([CH3:30])([CH3:29])[CH2:9]2)=[O:5])C.O.[OH-].[Li+].O.Cl. Product: [Cl:28][C:18]1[CH:17]=[C:16]([CH:11]2[C:10]([CH3:29])([CH3:30])[CH2:9][C:8]3[C:13](=[CH:14][CH:15]=[C:6]([C:4]([OH:5])=[O:3])[CH:7]=3)[NH:12]2)[CH:21]=[C:20]([N:22]2[CH2:27][CH2:26][O:25][CH2:24][CH2:23]2)[CH:19]=1. The catalyst class is: 199. (2) Reactant: [Br:1][C:2]1[C:3]([C:7]([N:9]([CH3:11])[CH3:10])=[O:8])=[N:4][NH:5][CH:6]=1.C(=O)([O-])[O-].[K+].[K+].CS(O[CH:23]1[CH2:28][CH2:27][N:26]([C:29]([O:31][C:32]([CH3:35])([CH3:34])[CH3:33])=[O:30])[CH2:25][CH2:24]1)(=O)=O. Product: [Br:1][C:2]1[C:3]([C:7](=[O:8])[N:9]([CH3:11])[CH3:10])=[N:4][N:5]([CH:23]2[CH2:28][CH2:27][N:26]([C:29]([O:31][C:32]([CH3:35])([CH3:34])[CH3:33])=[O:30])[CH2:25][CH2:24]2)[CH:6]=1. The catalyst class is: 10. (3) Reactant: [Cl-].[Al+3].[Cl-].[Cl-].[C:5](Cl)(=[O:7])[CH3:6].[CH3:9][C:10]1[C:15]([CH3:16])=[CH:14][CH:13]=[CH:12][C:11]=1[O:17][CH3:18].Cl. Product: [CH3:18][O:17][C:11]1[CH:12]=[CH:13][C:14]([C:5](=[O:7])[CH3:6])=[C:15]([CH3:16])[C:10]=1[CH3:9]. The catalyst class is: 2. (4) Reactant: [N:1]1[CH:6]=[CH:5][CH:4]=[CH:3][C:2]=1[CH2:7]O.O=S(Cl)[Cl:11]. Product: [ClH:11].[Cl:11][CH2:7][C:2]1[CH:3]=[CH:4][CH:5]=[CH:6][N:1]=1. The catalyst class is: 2. (5) Reactant: [CH3:1][O:2][C:3]([CH2:5][CH2:6][C:7]1[CH:15]=[CH:14][C:10]([C:11]([OH:13])=O)=[CH:9][CH:8]=1)=[O:4].[NH2:16][CH2:17][C@H:18]([NH:26][C:27]([O:29][CH2:30][C:31]1[CH:36]=[CH:35][CH:34]=[CH:33][CH:32]=1)=[O:28])[C:19]([O:21][C:22]([CH3:25])([CH3:24])[CH3:23])=[O:20].F[B-](F)(F)F.C(C(=NOC(N(C)C)=[N+](C)C)C(OCC)=O)#N.C(N(C(C)C)CC)(C)C. Product: [CH2:30]([O:29][C:27]([NH:26][C@@H:18]([CH2:17][NH:16][C:11](=[O:13])[C:10]1[CH:9]=[CH:8][C:7]([CH2:6][CH2:5][C:3]([O:2][CH3:1])=[O:4])=[CH:15][CH:14]=1)[C:19]([O:21][C:22]([CH3:23])([CH3:24])[CH3:25])=[O:20])=[O:28])[C:31]1[CH:32]=[CH:33][CH:34]=[CH:35][CH:36]=1. The catalyst class is: 9. (6) Reactant: [Br:1][C:2]1[CH:6]=[C:5]([C:7]([O:9]C)=[O:8])[N:4]([C:11]2[CH:16]=[CH:15][CH:14]=[CH:13][C:12]=2[Cl:17])[N:3]=1.[OH-].[Na+]. Product: [Br:1][C:2]1[CH:6]=[C:5]([C:7]([OH:9])=[O:8])[N:4]([C:11]2[CH:16]=[CH:15][CH:14]=[CH:13][C:12]=2[Cl:17])[N:3]=1. The catalyst class is: 24. (7) Reactant: O[CH2:2][C@@H:3]([CH3:18])[CH2:4][N:5]1[C:10]2[CH:11]=[C:12]([O:15][CH3:16])[CH:13]=[CH:14][C:9]=2[O:8][CH2:7][C:6]1=[O:17].C1(P(C2C=CC=CC=2)C2C=CC=CC=2)C=CC=CC=1.N1C=CN=C1.[I:43]I. Product: [I:43][CH2:2][C@@H:3]([CH3:18])[CH2:4][N:5]1[C:10]2[CH:11]=[C:12]([O:15][CH3:16])[CH:13]=[CH:14][C:9]=2[O:8][CH2:7][C:6]1=[O:17]. The catalyst class is: 243.